This data is from Reaction yield outcomes from USPTO patents with 853,638 reactions. The task is: Predict the reaction yield, written as a fraction of the theoretical maximum amount of product (1.0 means a 100% yield; for example, 0.34 means a 34% yield). (1) The reactants are [F:1][C:2]1[CH:3]=[C:4]([C:8]2[O:12][N:11]=[C:10]([C:13]([NH:15][NH2:16])=[O:14])[CH:9]=2)[CH:5]=[CH:6][CH:7]=1.Cl.[N:18]([O-])=O.[Na+]. The catalyst is O. The product is [F:1][C:2]1[CH:3]=[C:4]([C:8]2[O:12][N:11]=[C:10]([C:13]([N:15]=[N+:16]=[N-:18])=[O:14])[CH:9]=2)[CH:5]=[CH:6][CH:7]=1. The yield is 0.850. (2) The reactants are [Cl:1][C:2]1[S:6][C:5]([C:7]([OH:33])([C:27]2[N:28]([CH3:32])[CH:29]=[N:30][CH:31]=2)[C:8]2[CH:9]=[C:10]3[C:15](=[CH:16][CH:17]=2)[NH:14][C:13](=[O:18])[CH:12]=[C:11]3[C:19]2[CH:24]=[CH:23][CH:22]=[C:21]([O:25]C)[CH:20]=2)=[CH:4][CH:3]=1.B(Br)(Br)Br.[CH2:38](Cl)Cl. No catalyst specified. The product is [Cl:1][C:2]1[S:6][C:5]([C:7]([OH:33])([C:27]2[N:28]([CH3:32])[CH:29]=[N:30][CH:31]=2)[C:8]2[CH:9]=[C:10]3[C:15](=[CH:16][CH:17]=2)[N:14]([CH3:38])[C:13](=[O:18])[CH:12]=[C:11]3[C:19]2[CH:24]=[CH:23][CH:22]=[C:21]([OH:25])[CH:20]=2)=[CH:4][CH:3]=1. The yield is 0.670. (3) The reactants are [Br:1][C:2]1[CH:10]=[C:9]2[C:5]([CH:6]=[CH:7][N:8]2[CH2:11][CH2:12]CC(O)=O)=[CH:4][CH:3]=1.[H-].C([Al+]CC(C)C)C(C)C.C1C[O:30]CC1. No catalyst specified. The product is [Br:1][C:2]1[CH:10]=[C:9]2[C:5]([CH:6]=[CH:7][N:8]2[CH2:11][CH2:12][OH:30])=[CH:4][CH:3]=1. The yield is 0.710. (4) The reactants are [NH2:1][C:2]1[CH2:6][CH2:5][CH:4]([CH:7]([CH3:9])[CH3:8])[C:3]=1[C:10]([O:12]C)=O.C([O-])=O.[NH4+].[CH:18]([NH2:20])=O. The catalyst is O. The product is [CH:7]([CH:4]1[C:3]2[C:10]([OH:12])=[N:20][CH:18]=[N:1][C:2]=2[CH2:6][CH2:5]1)([CH3:9])[CH3:8]. The yield is 1.00. (5) The reactants are [C:1]1([C@@H:7]2[CH2:11][O:10][C:9](=[O:12])[N:8]2[CH:13]2[CH2:18][CH2:17][NH:16][CH2:15][CH2:14]2)[CH:6]=[CH:5][CH:4]=[CH:3][CH:2]=1.[CH3:19][O:20][C:21]1[CH:36]=[CH:35][C:24]([O:25][C:26]2[N:31]=[C:30]([CH3:32])[C:29]([CH:33]=O)=[CH:28][CH:27]=2)=[CH:23][CH:22]=1. The catalyst is CC(O)=O. The product is [CH3:19][O:20][C:21]1[CH:36]=[CH:35][C:24]([O:25][C:26]2[N:31]=[C:30]([CH3:32])[C:29]([CH2:33][N:16]3[CH2:17][CH2:18][CH:13]([N:8]4[C@H:7]([C:1]5[CH:2]=[CH:3][CH:4]=[CH:5][CH:6]=5)[CH2:11][O:10][C:9]4=[O:12])[CH2:14][CH2:15]3)=[CH:28][CH:27]=2)=[CH:23][CH:22]=1. The yield is 0.490. (6) The reactants are [Br:1][C:2]1[CH:3]=[CH:4][C:5]([O:20][CH3:21])=[C:6]([CH2:8][CH2:9][C:10]2[C:18]([F:19])=[CH:17][CH:16]=[CH:15][C:11]=2[C:12](O)=[O:13])[CH:7]=1.C([N:25](C(C)C)CC)(C)C. The catalyst is CN(C=O)C.O.C(OCC)(=O)C. The product is [Br:1][C:2]1[CH:3]=[CH:4][C:5]([O:20][CH3:21])=[C:6]([CH2:8][CH2:9][C:10]2[C:18]([F:19])=[CH:17][CH:16]=[CH:15][C:11]=2[C:12]([NH2:25])=[O:13])[CH:7]=1. The yield is 1.00.